Task: Predict the reactants needed to synthesize the given product.. Dataset: Full USPTO retrosynthesis dataset with 1.9M reactions from patents (1976-2016) The reactants are: [Cl:1][C:2]1[CH:3]=[C:4]([CH:8]=[CH:9][CH:10]=1)[C:5](=[NH:7])[NH2:6].O=[C:12]1[CH2:16][CH2:15][S:14][CH:13]1[C:17](OC)=[O:18].C[O-].[Na+]. Given the product [Cl:1][C:2]1[CH:3]=[C:4]([C:5]2[N:6]=[C:17]([OH:18])[C:13]3[S:14][CH2:15][CH2:16][C:12]=3[N:7]=2)[CH:8]=[CH:9][CH:10]=1, predict the reactants needed to synthesize it.